This data is from Full USPTO retrosynthesis dataset with 1.9M reactions from patents (1976-2016). The task is: Predict the reactants needed to synthesize the given product. (1) Given the product [CH3:37][O:34][C:33](=[O:35])[CH2:32][CH2:31][C:28]1[CH:27]=[CH:26][C:25]([C:21]2[CH:20]=[C:19]3[C:24]([C:15]([C:8]4[C:7]([C:2]5[CH:3]=[CH:4][CH:5]=[CH:6][N:1]=5)=[N:11][N:10]5[CH2:12][CH2:13][CH2:14][C:9]=45)=[CH:16][CH:17]=[N:18]3)=[CH:23][CH:22]=2)=[CH:30][CH:29]=1, predict the reactants needed to synthesize it. The reactants are: [N:1]1[CH:6]=[CH:5][CH:4]=[CH:3][C:2]=1[C:7]1[C:8]([C:15]2[C:24]3[C:19](=[CH:20][C:21]([C:25]4[CH:30]=[CH:29][C:28]([CH2:31][CH2:32][C:33]([OH:35])=[O:34])=[CH:27][CH:26]=4)=[CH:22][CH:23]=3)[N:18]=[CH:17][CH:16]=2)=[C:9]2[CH2:14][CH2:13][CH2:12][N:10]2[N:11]=1.Cl.[CH3:37]O. (2) Given the product [CH3:1][CH:2]([CH2:7][N:8]1[CH2:12][CH2:11][CH2:10][CH2:9]1)[CH2:3][C:4]([NH:31][C:30]1[NH:26][N:27]=[C:28]([C:32]2[CH:33]=[C:34]3[C:39](=[CH:40][CH:41]=2)[N:38]=[CH:37][CH:36]=[CH:35]3)[CH:29]=1)=[O:6], predict the reactants needed to synthesize it. The reactants are: [CH3:1][CH:2]([CH2:7][N:8]1[CH2:12][CH2:11][CH2:10][CH2:9]1)[CH2:3][C:4]([OH:6])=O.C(Cl)(=O)C(Cl)=O.C(OC([N:26]1[C:30]([NH2:31])=[CH:29][C:28]([C:32]2[CH:33]=[C:34]3[C:39](=[CH:40][CH:41]=2)[N:38]=[CH:37][CH:36]=[CH:35]3)=[N:27]1)=O)(C)(C)C.Cl. (3) Given the product [C:3]([O:7][C:8]([NH:10][CH:11]([CH2:16][C:17]1[CH:22]=[CH:21][C:20]([O:23][CH3:24])=[CH:19][C:18]=1[OH:25])[C:12]([OH:14])=[O:13])=[O:9])([CH3:5])([CH3:6])[CH3:4], predict the reactants needed to synthesize it. The reactants are: [OH-].[Na+].[C:3]([O:7][C:8]([NH:10][CH:11]([CH2:16][C:17]1[CH:22]=[CH:21][C:20]([O:23][CH3:24])=[CH:19][C:18]=1[OH:25])[C:12]([O:14]C)=[O:13])=[O:9])([CH3:6])([CH3:5])[CH3:4].Cl. (4) Given the product [N:10]1[CH:9]=[N:8][N:6]2[CH:7]=[C:2]([CH:19]=[O:20])[CH:3]=[CH:4][C:5]=12, predict the reactants needed to synthesize it. The reactants are: I[C:2]1[CH:3]=[CH:4][C:5]2[N:6]([N:8]=[CH:9][N:10]=2)[CH:7]=1.C([Mg]Br)(C)C.CN([CH:19]=[O:20])C.O.